Dataset: Forward reaction prediction with 1.9M reactions from USPTO patents (1976-2016). Task: Predict the product of the given reaction. (1) Given the reactants [C:1]([NH:4][C:5]1[S:6][C:7]2[CH2:13][C@H:12](C(O)=O)[CH2:11][CH2:10][C:8]=2[N:9]=1)(=[O:3])[CH3:2].C([N:19]([CH2:22]C)CC)C.C1(P(N=[N+]=[N-])(C2C=CC=CC=2)=[O:31])C=CC=CC=1.[ClH:41].CN(C)[CH:44]=[O:45], predict the reaction product. The product is: [ClH:41].[CH3:44][O:45][C:22](=[O:31])[NH:19][C@@H:12]1[CH2:11][CH2:10][C:8]2[N:9]=[C:5]([NH:4][C:1](=[O:3])[CH3:2])[S:6][C:7]=2[CH2:13]1. (2) Given the reactants [F:1][C:2]1[CH:7]=[CH:6][C:5]([N:8]2[C:12](=[O:13])[CH2:11][CH:10]([CH2:14][O:15][C:16]3[CH:24]=[CH:23][C:19]([C:20](O)=[O:21])=[CH:18][CH:17]=3)[CH2:9]2)=[CH:4][CH:3]=1.Cl.[NH2:26][C:27]1[C:28](=[O:41])[N:29]([CH2:38][CH2:39][CH3:40])[C:30](=[O:37])[N:31]([CH2:34][CH2:35][CH3:36])[C:32]=1[NH2:33].CCN=C=NCCCN(C)C, predict the reaction product. The product is: [NH2:33][C:32]1[N:31]([CH2:34][CH2:35][CH3:36])[C:30](=[O:37])[N:29]([CH2:38][CH2:39][CH3:40])[C:28](=[O:41])[C:27]=1[NH:26][C:20](=[O:21])[C:19]1[CH:23]=[CH:24][C:16]([O:15][CH2:14][CH:10]2[CH2:11][C:12](=[O:13])[N:8]([C:5]3[CH:4]=[CH:3][C:2]([F:1])=[CH:7][CH:6]=3)[CH2:9]2)=[CH:17][CH:18]=1.